Dataset: Full USPTO retrosynthesis dataset with 1.9M reactions from patents (1976-2016). Task: Predict the reactants needed to synthesize the given product. (1) Given the product [CH3:18][S:15]([O:14][C:12]1[CH:13]=[C:5]([C:3]([O:2][CH3:1])=[O:4])[CH:6]=[C:7]([CH:11]=1)[C:8]([O:10][C:28]([CH3:31])([CH3:30])[CH3:29])=[O:9])(=[O:17])=[O:16], predict the reactants needed to synthesize it. The reactants are: [CH3:1][O:2][C:3]([C:5]1[CH:6]=[C:7]([CH:11]=[C:12]([O:14][S:15]([CH3:18])(=[O:17])=[O:16])[CH:13]=1)[C:8]([OH:10])=[O:9])=[O:4].CN(C1C=CC=CN=1)C.[C:28](O)([CH3:31])([CH3:30])[CH3:29].C(Cl)CCl. (2) Given the product [NH2:7][C:5]1[N:6]=[C:2]([NH:1][C:37]([NH:36][CH3:35])=[O:38])[S:3][C:4]=1[C:8]1[S:9][CH:10]=[C:11]([C:13]2[CH:14]=[C:15]([NH:19][C:20]([C:22]3[S:23][C:24]([Cl:27])=[CH:25][CH:26]=3)=[O:21])[CH:16]=[CH:17][CH:18]=2)[N:12]=1, predict the reactants needed to synthesize it. The reactants are: [NH2:1][C:2]1[S:3][C:4]([C:8]2[S:9][CH:10]=[C:11]([C:13]3[CH:14]=[C:15]([NH:19][C:20]([C:22]4[S:23][C:24]([Cl:27])=[CH:25][CH:26]=4)=[O:21])[CH:16]=[CH:17][CH:18]=3)[N:12]=2)=[C:5]([NH2:7])[N:6]=1.C1([Li])C=CC=CC=1.[CH3:35][N:36]=[C:37]=[O:38].C(O)(=O)C. (3) Given the product [Si:20]([O:19][CH2:18][CH2:17][O:1][C:2]1[CH:11]=[C:10]2[C:5]([CH:6]=[CH:7][C:8]([S:12]([NH2:15])(=[O:13])=[O:14])=[CH:9]2)=[CH:4][CH:3]=1)([C:23]([CH3:26])([CH3:25])[CH3:24])([CH3:22])[CH3:21], predict the reactants needed to synthesize it. The reactants are: [OH:1][C:2]1[CH:11]=[C:10]2[C:5]([CH:6]=[CH:7][C:8]([S:12]([NH2:15])(=[O:14])=[O:13])=[CH:9]2)=[CH:4][CH:3]=1.Br[CH2:17][CH2:18][O:19][Si:20]([C:23]([CH3:26])([CH3:25])[CH3:24])([CH3:22])[CH3:21]. (4) Given the product [CH2:7]([C:8]1[CH:9]=[CH:10][C:11]([NH:14][C:22]2[N:30]=[CH:29][C:28]([F:31])=[CH:27][C:23]=2[C:24]([OH:26])=[O:25])=[CH:12][CH:13]=1)[C:4]1[CH:3]=[CH:2][CH:1]=[CH:6][CH:5]=1, predict the reactants needed to synthesize it. The reactants are: [CH:1]1[CH:6]=[CH:5][C:4]([CH2:7][C:8]2[CH:13]=[CH:12][C:11]([NH2:14])=[CH:10][CH:9]=2)=[CH:3][CH:2]=1.C(=O)([O-])[O-].[K+].[K+].Cl[C:22]1[N:30]=[CH:29][C:28]([F:31])=[CH:27][C:23]=1[C:24]([OH:26])=[O:25]. (5) Given the product [Br:16][C:17]1[CH:25]=[C:21]([C:22]([N:11]2[CH2:12][CH2:13][CH2:14][CH:10]2[C:7]2[CH:6]=[CH:5][C:4]([CH2:3][N:2]([CH3:15])[CH3:1])=[CH:9][CH:8]=2)=[O:23])[C:20]([OH:26])=[CH:19][C:18]=1[OH:27], predict the reactants needed to synthesize it. The reactants are: [CH3:1][N:2]([CH3:15])[CH2:3][C:4]1[CH:9]=[CH:8][C:7]([CH:10]2[CH2:14][CH2:13][CH2:12][NH:11]2)=[CH:6][CH:5]=1.[Br:16][C:17]1[C:18]([OH:27])=[CH:19][C:20]([OH:26])=[C:21]([CH:25]=1)[C:22](O)=[O:23].C(N(C(C)C)CC)(C)C.P(F)(F)(F)(F)F.N1(OC(N(C)C)=[N+](C)C)C2N=CC=CC=2N=N1.C([O-])(O)=O.[Na+]. (6) Given the product [NH2:4][C:5]1[CH:10]=[CH:9][C:8]([S:11]([N:17]([CH3:18])[CH3:16])(=[O:13])=[O:12])=[CH:7][C:6]=1[Cl:15], predict the reactants needed to synthesize it. The reactants are: C([NH:4][C:5]1[CH:10]=[CH:9][C:8]([S:11](Cl)(=[O:13])=[O:12])=[CH:7][C:6]=1[Cl:15])(=O)C.[CH3:16][NH:17][CH3:18].Cl.CO. (7) Given the product [ClH:12].[Cl:12][C:11]1[CH:7]=[C:3]([C:4]([NH2:6])=[O:5])[C:1](=[NH:2])[N:24]([CH2:23][C:21]2[CH:22]=[C:17]([Cl:16])[CH:18]=[CH:19][C:20]=2[S:25]([CH2:28][CH3:29])(=[O:27])=[O:26])[CH:10]=1, predict the reactants needed to synthesize it. The reactants are: [C:1]([CH:3]([CH:7]1[C:11]([Cl:12])=[C:10](Cl)C(=O)O1)[C:4]([NH2:6])=[O:5])#[N:2].Cl.[Cl:16][C:17]1[CH:18]=[CH:19][C:20]([S:25]([CH2:28][CH3:29])(=[O:27])=[O:26])=[C:21]([CH2:23][NH2:24])[CH:22]=1.C(=O)([O-])[O-].[K+].[K+].[OH-].[Na+]. (8) Given the product [Br:22][C:18]1[N:17]=[C:16]([CH:14]([O:15][Si:27]([C:30]([CH3:33])([CH3:32])[CH3:31])([CH3:29])[CH3:28])[C:11]2[CH:12]=[CH:13][C:8]3[S:7][C:6]4[N:23]=[CH:24][CH:25]=[N:26][C:5]=4[N:4]([CH2:3][O:2][CH3:1])[C:9]=3[CH:10]=2)[CH:21]=[CH:20][CH:19]=1, predict the reactants needed to synthesize it. The reactants are: [CH3:1][O:2][CH2:3][N:4]1[C:9]2[CH:10]=[C:11]([CH:14]([C:16]3[CH:21]=[CH:20][CH:19]=[C:18]([Br:22])[N:17]=3)[OH:15])[CH:12]=[CH:13][C:8]=2[S:7][C:6]2[N:23]=[CH:24][CH:25]=[N:26][C:5]1=2.[Si:27](N(C)C(=O)C(F)(F)F)([C:30]([CH3:33])([CH3:32])[CH3:31])([CH3:29])[CH3:28]. (9) The reactants are: [F:1][C:2]1[CH:3]=[C:4]2[C:11]([C:12]3[N:13]=[N:14][C:15]4[C:20]([CH3:22])([CH3:21])[C:19](=[O:23])[NH:18][C:16]=4[N:17]=3)=[N:10][NH:9][C:5]2=[N:6][C:7]=1[CH3:8].C(=O)([O-])[O-].[Cs+].[Cs+].Br[CH2:31][C:32]1[CH:37]=[CH:36][C:35]([Cl:38])=[CH:34][C:33]=1[F:39]. Given the product [Cl:38][C:35]1[CH:36]=[CH:37][C:32]([CH2:31][N:9]2[C:5]3=[N:6][C:7]([CH3:8])=[C:2]([F:1])[CH:3]=[C:4]3[C:11]([C:12]3[N:13]=[N:14][C:15]4[C:20]([CH3:21])([CH3:22])[C:19](=[O:23])[NH:18][C:16]=4[N:17]=3)=[N:10]2)=[C:33]([F:39])[CH:34]=1, predict the reactants needed to synthesize it. (10) The reactants are: [C:1]1(=O)[NH:5][C:4](=O)[C:3]2=[CH:7][CH:8]=[CH:9][CH:10]=[C:2]12.[K].CS(O[CH2:18][CH2:19][CH2:20][CH2:21][CH2:22][CH2:23][CH2:24][CH2:25]/[CH:26]=[CH:27]\C/C=C\CCCCC)(=O)=O. Given the product [CH2:4]([NH2:5])[CH2:3][CH2:7][CH2:8][CH2:9][CH2:10][CH2:2][CH2:1]/[CH:18]=[CH:19]\[CH2:20]/[CH:21]=[CH:22]\[CH2:23][CH2:24][CH2:25][CH2:26][CH3:27], predict the reactants needed to synthesize it.